This data is from Antibody developability classification from SAbDab with 2,409 antibodies. The task is: Regression/Classification. Given an antibody's heavy chain and light chain sequences, predict its developability. TAP uses regression for 5 developability metrics; SAbDab uses binary classification. (1) The antibody is ['EVQLQQSGPELVKPGASVKMSCKASGYTFTSYVIHWVKQKPGQGLEWIGYIYPYNDGTIYNEKFKGKATLTSDTSSSTVYMELISLTAEDSAVYWCVRERDNYGVYWGQGTTLTVSS', 'DVLLTQTPLSLPVSLGDQASISCRSSQSIVHSNGNTYLEWYLQKPGQSPELLIYKVSNRFYGVPDRFSGSGSGTDFTLKISRVEAEDLGVYYCFQDSHIPYTFGGGTRLEIK']. Result: 0 (not developable). (2) The antibody is ['6ayn', 'PROT_D746F282']. Result: 0 (not developable). (3) The antibody is ['EVQLQQSGAELVKPGSSVKISCKASGYTFTNYDMHWIKQRPGSGLEWIGWIYPGNGNTKYNQKFNGKATLTADKSSTTAYMQLSSLTSEDSAVYFCVREGLGITFEYWGQGVKVTVSS', 'DIQMTQSPSFLSASVGDRVTINCKASQNVNKYLDWYQQNLGEPPKLLIYHTNSLPTGIPSRFSGSGSGTDFTLTISSLQVEDVATYFCLQHDSGLTFGSGTKLEIK']. Result: 0 (not developable). (4) The antibody is ['QVQLLQPGAELVKPGASMKLSCKASGYTFTNWWMHWVRLRPGRGLEWIGRIDPNSDVNKYNEKFENRASLTVDKHSSTAYMQLSSLTSEDSAIYYCARWFFPWYFDVWGTGTTVTVSS', 'NIVLTQSPASLAVSLGQRATISCRASESVDHYGNSFIYWYQQKPGQPPKLLIYLASNLESGVPARFSGSGSETDFTLTIDSVETDDAATYYCQQNNEDPYTFGGGTKLEIK']. Result: 0 (not developable). (5) The antibody is ['EVQLVESGGEVKQPGQSLKISCKSSGYNFLDSWIGWVRQIPGKGLEWIGIIYPDDSDAHYSPSFEGQVTMSVDKSISTAYLQWTTLQASDTGKYFCTRLYLFEGAQSSNAFDLWGQGTMILVSS', 'SYDLTQPPSVSVSPGQTASISCSGDKLDDKYVSWYYQRPGQSPVLLMYQDFKRPSGIPERLSGSKSGKTATLTISGTQSLDEGDYYCQAWDASTGVSGGGTKLTVL']. Result: 0 (not developable). (6) The antibody is ['EVQLVQSGAEVKKPGSSVKVSCKASGGTFSSYAISWVRQAPGQGLEWMGGIIPIFGTANYAQKFQGRVTITADESTSTAYMELSSLRSEDTAVYYCARYDGIYGELDFWGQGTLVTVSS', 'EIVLTQSPATLSLSPGERATLSCRASQSVSSYLAWYQQKPGQAPRLLIYDASNRATGIPARFSGSGSGTDFTLTISSLEPEDFAVYYCQQRSNWPLTFGQGTKVEIK']. Result: 0 (not developable).